From a dataset of Reaction yield outcomes from USPTO patents with 853,638 reactions. Predict the reaction yield, written as a fraction of the theoretical maximum amount of product (1.0 means a 100% yield; for example, 0.34 means a 34% yield). (1) The reactants are [F:1][CH:2]([F:22])[C:3]1[C:8]([C:9]([O:11][CH3:12])=[O:10])=[C:7]([CH2:13][CH:14]([CH3:16])[CH3:15])[C:6]([SH:17])=[C:5]([C:18]([F:21])([F:20])[F:19])[N:4]=1.[O:23]1[CH:27]=[CH:26][CH2:25][CH2:24]1. The catalyst is CCOCC.C1(C)C(S(O)(=O)=O)=CC=CC=1. The product is [F:22][CH:2]([F:1])[C:3]1[C:8]([C:9]([O:11][CH3:12])=[O:10])=[C:7]([CH2:13][CH:14]([CH3:16])[CH3:15])[C:6]([S:17][CH:24]2[CH2:25][CH2:26][CH2:27][O:23]2)=[C:5]([C:18]([F:21])([F:20])[F:19])[N:4]=1. The yield is 0.680. (2) The reactants are [Cl:1][C:2]1[CH:3]=[C:4]2[C:9](=[CH:10][C:11]=1[O:12][C:13]1[CH:18]=[CH:17][C:16]([C:19](=[O:34])[NH:20][C:21]3[CH:26]=[CH:25][CH:24]=[C:23]([C:27]4[CH:32]=[CH:31][C:30]([Cl:33])=[CH:29][CH:28]=4)[N:22]=3)=[CH:15][CH:14]=1)[O:8][CH2:7][CH2:6][CH:5]2[C:35]([O:37]C(C)(C)C)=[O:36].FC(F)(F)C(O)=O. The catalyst is ClCCl. The product is [Cl:1][C:2]1[CH:3]=[C:4]2[C:9](=[CH:10][C:11]=1[O:12][C:13]1[CH:14]=[CH:15][C:16]([C:19](=[O:34])[NH:20][C:21]3[CH:26]=[CH:25][CH:24]=[C:23]([C:27]4[CH:32]=[CH:31][C:30]([Cl:33])=[CH:29][CH:28]=4)[N:22]=3)=[CH:17][CH:18]=1)[O:8][CH2:7][CH2:6][CH:5]2[C:35]([OH:37])=[O:36]. The yield is 0.990. (3) The reactants are Cl[C:2]1[N:7]2[N:8]=[C:9]([CH3:11])[CH:10]=[C:6]2[N:5]=[C:4]([NH:12][C:13]([CH:15]2[CH2:17][CH:16]2[C:18]2[CH:23]=[CH:22][CH:21]=[CH:20][CH:19]=2)=[O:14])[CH:3]=1.[F:24][C@@H:25]1[CH2:29][CH2:28][NH:27][CH2:26]1. The catalyst is CN1C(=O)CCC1.CS(C)=O.CO. The product is [F:24][C@@H:25]1[CH2:29][CH2:28][N:27]([C:2]2[N:7]3[N:8]=[C:9]([CH3:11])[CH:10]=[C:6]3[N:5]=[C:4]([NH:12][C:13]([CH:15]3[CH2:17][CH:16]3[C:18]3[CH:23]=[CH:22][CH:21]=[CH:20][CH:19]=3)=[O:14])[CH:3]=2)[CH2:26]1. The yield is 0.260.